From a dataset of Full USPTO retrosynthesis dataset with 1.9M reactions from patents (1976-2016). Predict the reactants needed to synthesize the given product. (1) Given the product [F:1][C:2]1[CH:7]=[CH:6][CH:5]=[CH:4][C:3]=1[S:8]([NH:11][CH2:12][C:13]1([C:16]([NH:34][CH:35]2[CH:36]3[CH2:44][CH:40]4[CH2:39][C:38]([OH:45])([CH2:43][CH:42]2[CH2:41]4)[CH2:37]3)=[O:18])[CH2:14][CH2:15]1)(=[O:9])=[O:10], predict the reactants needed to synthesize it. The reactants are: [F:1][C:2]1[CH:7]=[CH:6][CH:5]=[CH:4][C:3]=1[S:8]([NH:11][CH2:12][C:13]1([C:16]([OH:18])=O)[CH2:15][CH2:14]1)(=[O:10])=[O:9].C1N(P(Cl)(N2C(=O)OCC2)=O)C(=O)OC1.[NH2:34][CH:35]1[CH:42]2[CH2:43][C:38]3([OH:45])[CH2:39][CH:40]([CH2:44][CH:36]1[CH2:37]3)[CH2:41]2. (2) Given the product [Cl:1][C:2]1[C:3]([C:18]2[C:26]3[C:21](=[CH:22][CH:23]=[CH:24][CH:25]=3)[N:20]([S:27]([C:30]3[CH:35]=[CH:34][CH:33]=[CH:32][CH:31]=3)(=[O:28])=[O:29])[CH:19]=2)=[N:4][C:5]([NH:8][CH:9]2[CH2:10][CH:11]([NH:17][C:48]([C:47]3[CH:46]=[CH:45][C:44]([NH:43][C:41](=[O:42])[O:40][C:36]([CH3:38])([CH3:37])[CH3:39])=[CH:52][CH:51]=3)=[O:49])[CH2:12][C:13]([F:15])([F:16])[CH2:14]2)=[N:6][CH:7]=1, predict the reactants needed to synthesize it. The reactants are: [Cl:1][C:2]1[C:3]([C:18]2[C:26]3[C:21](=[CH:22][CH:23]=[CH:24][CH:25]=3)[N:20]([S:27]([C:30]3[CH:35]=[CH:34][CH:33]=[CH:32][CH:31]=3)(=[O:29])=[O:28])[CH:19]=2)=[N:4][C:5]([NH:8][CH:9]2[CH2:14][C:13]([F:16])([F:15])[CH2:12][CH:11]([NH2:17])[CH2:10]2)=[N:6][CH:7]=1.[C:36]([O:40][C:41]([NH:43][C:44]1[CH:52]=[CH:51][C:47]([C:48](O)=[O:49])=[CH:46][CH:45]=1)=[O:42])([CH3:39])([CH3:38])[CH3:37].CN(C(ON1N=NC2C=CC=CC1=2)=[N+](C)C)C.F[P-](F)(F)(F)(F)F.CCN(C(C)C)C(C)C. (3) Given the product [O:38]1[CH2:39][CH2:40][CH:41]([CH2:37][N:1]2[C:9]3[C:4](=[CH:5][CH:6]=[CH:7][CH:8]=3)[C:3]3([C:21]4[C:12](=[CH:13][C:14]5[O:19][CH2:18][CH2:17][O:16][C:15]=5[CH:20]=4)[O:11][CH2:10]3)[C:2]2=[O:22])[CH2:42][CH2:32]1, predict the reactants needed to synthesize it. The reactants are: [NH:1]1[C:9]2[C:4](=[CH:5][CH:6]=[CH:7][CH:8]=2)[C:3]2([C:21]3[C:12](=[CH:13][C:14]4[O:19][CH2:18][CH2:17][O:16][C:15]=4[CH:20]=3)[O:11][CH2:10]2)[C:2]1=[O:22].N1C2C(=CC=CC=2)C2(COC3C=[C:37]4[C:41](=[CH:42][C:32]2=3)[CH2:40][CH2:39][O:38]4)C1=O.BrCC1CCOCC1.BrCC1CCCCO1. (4) Given the product [F:10][C:4]1[CH:5]=[C:6]([O:8][CH3:9])[CH:7]=[C:2]([F:1])[C:3]=1[N:11]1[C:15]([N:16]2[CH2:21][CH2:20][CH:19]([CH3:22])[CH2:18][CH2:17]2)=[C:14]([CH3:23])[N:13]=[CH:12]1, predict the reactants needed to synthesize it. The reactants are: [F:1][C:2]1[CH:7]=[C:6]([O:8][CH3:9])[CH:5]=[C:4]([F:10])[C:3]=1[N:11]1[C:15]([N:16]2[CH2:21][CH2:20][CH:19]([CH3:22])[CH2:18][CH2:17]2)=[C:14]([CH3:23])[N:13]=[C:12]1SC. (5) Given the product [NH2:24][CH2:23][CH2:22][NH:21][C:19]([C@@H:10]1[C@:9]2([CH3:32])[C@H:13]([C@H:14]3[C@H:6]([C@@H:7]([OH:33])[CH2:8]2)[C@:5]2([CH3:34])[CH:17]([CH2:18][C@@H:2]([OH:1])[CH2:3][CH2:4]2)[CH2:16][CH2:15]3)[CH2:12][CH2:11]1)=[O:20], predict the reactants needed to synthesize it. The reactants are: [OH:1][C@@H:2]1[CH2:18][CH:17]2[C@@:5]([CH3:34])([C@@H:6]3[C@@H:14]([CH2:15][CH2:16]2)[C@H:13]2[C@@:9]([CH3:32])([C@@H:10]([C:19]([NH:21][CH2:22][CH2:23][NH:24]C(=O)OC(C)(C)C)=[O:20])[CH2:11][CH2:12]2)[CH2:8][C@@H:7]3[OH:33])[CH2:4][CH2:3]1.FC(F)(F)C(O)=O. (6) Given the product [NH2:24][CH2:23]/[CH:22]=[CH:21]/[C:18]1[CH:17]=[N:16][C:15]([C:11]2[CH:10]=[C:9]([CH:14]=[CH:13][CH:12]=2)[CH2:8][N:7]2[C:2](=[O:1])[CH:3]=[CH:4][C:5]([C:32]3[CH:37]=[C:36]([F:38])[C:35]([F:39])=[C:34]([F:40])[CH:33]=3)=[N:6]2)=[N:20][CH:19]=1, predict the reactants needed to synthesize it. The reactants are: [O:1]=[C:2]1[N:7]([CH2:8][C:9]2[CH:10]=[C:11]([C:15]3[N:20]=[CH:19][C:18](/[CH:21]=[CH:22]\[CH2:23][NH:24]C(=O)OC(C)(C)C)=[CH:17][N:16]=3)[CH:12]=[CH:13][CH:14]=2)[N:6]=[C:5]([C:32]2[CH:37]=[C:36]([F:38])[C:35]([F:39])=[C:34]([F:40])[CH:33]=2)[CH:4]=[CH:3]1.FC(F)(F)C(O)=O. (7) Given the product [CH3:1][O:2][C:3]1[CH:4]=[CH:5][C:6]([C:9]2[CH:10]=[CH:11][C:12]([O:15][CH2:16][C:17]3[CH:18]=[C:19]([C:23]([NH:38][S:35]([CH2:34][CH2:33][CH2:32][N:26]4[CH2:27][CH2:28][O:29][CH2:30][CH2:31]4)(=[O:36])=[O:37])=[O:24])[O:20][C:21]=3[CH3:22])=[CH:13][CH:14]=2)=[CH:7][CH:8]=1, predict the reactants needed to synthesize it. The reactants are: [CH3:1][O:2][C:3]1[CH:8]=[CH:7][C:6]([C:9]2[CH:14]=[CH:13][C:12]([O:15][CH2:16][C:17]3[CH:18]=[C:19]([C:23](O)=[O:24])[O:20][C:21]=3[CH3:22])=[CH:11][CH:10]=2)=[CH:5][CH:4]=1.[N:26]1([CH2:32][CH2:33][CH2:34][S:35]([NH2:38])(=[O:37])=[O:36])[CH2:31][CH2:30][O:29][CH2:28][CH2:27]1. (8) Given the product [C:1]([N:5]1[C:9]2=[N:10][C:11]([Cl:15])=[N:12][C:13]([NH:22][C:19]3[CH:18]=[C:17]([CH3:16])[NH:21][N:20]=3)=[C:8]2[CH:7]=[N:6]1)([CH3:4])([CH3:3])[CH3:2], predict the reactants needed to synthesize it. The reactants are: [C:1]([N:5]1[C:9]2=[N:10][C:11]([Cl:15])=[N:12][C:13](Cl)=[C:8]2[CH:7]=[N:6]1)([CH3:4])([CH3:3])[CH3:2].[CH3:16][C:17]1[NH:21][N:20]=[C:19]([NH2:22])[CH:18]=1.CCN(C(C)C)C(C)C.O.